Dataset: Full USPTO retrosynthesis dataset with 1.9M reactions from patents (1976-2016). Task: Predict the reactants needed to synthesize the given product. (1) Given the product [CH3:1][O:2][CH:3]1[CH2:8][CH2:7][N:6]([CH2:9][CH2:10][NH:11][C:12]2[N:13]=[N+:14]([O-:25])[C:15]3[CH:24]=[C:23]4[C:19]([CH2:20][CH2:21][CH2:22]4)=[CH:18][C:16]=3[N+:17]=2[O-:30])[CH2:5][CH2:4]1, predict the reactants needed to synthesize it. The reactants are: [CH3:1][O:2][CH:3]1[CH2:8][CH2:7][N:6]([CH2:9][CH2:10][NH:11][C:12]2[N:13]=[N+:14]([O-:25])[C:15]3[CH:24]=[C:23]4[C:19]([CH2:20][CH2:21][CH2:22]4)=[CH:18][C:16]=3[N:17]=2)[CH2:5][CH2:4]1.CO.CC[O:30]C(C)=O. (2) Given the product [ClH:20].[Cl:20][CH2:21][C:22]([N:15]1[C:9]2[C:10](=[N:11][CH:12]=[C:7]([CH2:6][C:5]3[CH:4]=[CH:3][C:2]([F:1])=[CH:19][CH:18]=3)[CH:8]=2)[C:13]([CH3:17])([CH3:16])[CH2:14]1)=[O:23], predict the reactants needed to synthesize it. The reactants are: [F:1][C:2]1[CH:19]=[CH:18][C:5]([CH2:6][C:7]2[CH:8]=[C:9]3[NH:15][CH2:14][C:13]([CH3:17])([CH3:16])[C:10]3=[N:11][CH:12]=2)=[CH:4][CH:3]=1.[Cl:20][CH2:21][C:22](Cl)=[O:23]. (3) Given the product [C:1]12([C:3]3[S:4][CH:5]=[CH:6][C:7]=3[C:8](=[O:10])[NH:2]1)[CH2:13][CH2:12]2, predict the reactants needed to synthesize it. The reactants are: [C:1]([C:3]1[S:4][CH:5]=[CH:6][C:7]=1[C:8]([O:10]C)=O)#[N:2].[CH2:12]([Mg]Br)[CH3:13].B(F)(F)F.CCOCC. (4) Given the product [Cl:1][C:2]1[C:3]([C:10]([N:12]2[CH2:17][CH2:16][CH:15]([C:18]3[CH:23]=[CH:22][C:21]([F:24])=[CH:20][CH:19]=3)[CH2:14][CH2:13]2)=[O:11])=[CH:4][N:5]=[C:6]([S:25][CH2:26][CH2:27][C:28]([O:30][CH3:31])=[O:29])[C:7]=1[CH3:8], predict the reactants needed to synthesize it. The reactants are: [Cl:1][C:2]1[C:7]([CH3:8])=[C:6](Cl)[N:5]=[CH:4][C:3]=1[C:10]([N:12]1[CH2:17][CH2:16][CH:15]([C:18]2[CH:23]=[CH:22][C:21]([F:24])=[CH:20][CH:19]=2)[CH2:14][CH2:13]1)=[O:11].[SH:25][CH2:26][CH2:27][C:28]([O:30][CH3:31])=[O:29].C1(P(C2C=CC=CC=2)C2C3OC4C(=CC=CC=4P(C4C=CC=CC=4)C4C=CC=CC=4)C(C)(C)C=3C=CC=2)C=CC=CC=1.C(=O)([O-])[O-].[Cs+].[Cs+].[Cl-].[NH4+].